Task: Predict the reactants needed to synthesize the given product.. Dataset: Full USPTO retrosynthesis dataset with 1.9M reactions from patents (1976-2016) The reactants are: [Cl:1][C:2]1[CH:7]=[C:6]([Cl:8])[CH:5]=[CH:4][C:3]=1[C@@:9]1([CH2:32][N:33]2[CH:37]=[CH:36][N:35]=[CH:34]2)[O:13][C@H:12]([CH2:14][O:15][C:16]2[CH:21]=[CH:20][C:19]([N:22]3[CH2:27][CH2:26][N:25]([S:28]([CH3:31])(=[O:30])=[O:29])[CH2:24][CH2:23]3)=[CH:18][CH:17]=2)[CH2:11][O:10]1.[CH:38]1(S(Cl)(=O)=O)C[CH2:39]1.CS(Cl)(=O)=O. Given the product [CH:31]1([S:28]([N:25]2[CH2:26][CH2:27][N:22]([C:19]3[CH:20]=[CH:21][C:16]([O:15][CH2:14][C@@H:12]4[CH2:11][O:10][C@:9]([C:3]5[CH:4]=[CH:5][C:6]([Cl:8])=[CH:7][C:2]=5[Cl:1])([CH2:32][N:33]5[CH:37]=[CH:36][N:35]=[CH:34]5)[O:13]4)=[CH:17][CH:18]=3)[CH2:23][CH2:24]2)(=[O:30])=[O:29])[CH2:39][CH2:38]1, predict the reactants needed to synthesize it.